From a dataset of SARS-CoV-2 main protease (3CLPro) crystallographic fragment screen with 879 compounds. Binary Classification. Given a drug SMILES string, predict its activity (active/inactive) in a high-throughput screening assay against a specified biological target. (1) The drug is CC(=O)NCCc1c[nH]c2ccc(F)cc12. The result is 1 (active). (2) The molecule is CC(N)c1ccc(-c2cncnc2)cc1. The result is 0 (inactive). (3) The drug is CCn1ccc(CNC)n1. The result is 0 (inactive). (4) The compound is CC(=O)NCc1cn[nH]c1. The result is 0 (inactive). (5) The compound is COc1ncccc1C12CC1CCN2S(C)(=O)=O. The result is 0 (inactive). (6) The drug is c1csc(CNCc2ccncc2)c1. The result is 0 (inactive). (7) The compound is CC(C)c1ccc(C(=O)Nc2ccccn2)cc1. The result is 0 (inactive).